Task: Predict the reaction yield, written as a fraction of the theoretical maximum amount of product (1.0 means a 100% yield; for example, 0.34 means a 34% yield).. Dataset: Reaction yield outcomes from USPTO patents with 853,638 reactions The reactants are [N:1]([C:4]1[CH:13]=[C:12]2[C:7]([C:8]([NH:16][C:17]3[CH:22]=[C:21](OC)[C:20]([O:25][CH3:26])=[C:19](OC)[CH:18]=3)=[C:9]([C:14]#[N:15])[CH:10]=[N:11]2)=[CH:6][C:5]=1[N+:29]([O-:31])=[O:30])=[N+:2]=[N-:3].Cl[C:33]1[CH:42]=[C:41]2C(C(N[C:33]3[CH:42]=[CH:41]C(O[C:33]4[CH:42]=[CH:41]C=[CH:35][CH:34]=4)=[CH:35][CH:34]=3)=C(C#N)C=N2)=[CH:35][C:34]=1[N+]([O-])=O.[N-]=[N+]=[N-].[Na+]. The catalyst is CS(C)=O. The product is [N:1]([C:4]1[CH:13]=[C:12]2[C:7]([C:8]([NH:16][C:17]3[CH:18]=[CH:19][C:20]([O:25][C:26]4[CH:41]=[CH:42][CH:33]=[CH:34][CH:35]=4)=[CH:21][CH:22]=3)=[C:9]([C:14]#[N:15])[CH:10]=[N:11]2)=[CH:6][C:5]=1[N+:29]([O-:31])=[O:30])=[N+:2]=[N-:3]. The yield is 0.995.